This data is from Forward reaction prediction with 1.9M reactions from USPTO patents (1976-2016). The task is: Predict the product of the given reaction. (1) Given the reactants [CH2:1]([O:3][C:4]([C:6]1([C:9]2[CH:14]=[CH:13][C:12]([C:15]3[CH:20]=[CH:19][C:18]([C:21]4[O:25][N:24]=[C:23]([CH3:26])[C:22]=4[CH:27]([OH:30])[CH:28]=[CH2:29])=[CH:17][CH:16]=3)=[CH:11][CH:10]=2)[CH2:8][CH2:7]1)=[O:5])[CH3:2].I[C:32]1[CH:37]=[CH:36][CH:35]=[C:34]([C:38]([F:41])([F:40])[F:39])[CH:33]=1, predict the reaction product. The product is: [CH2:1]([O:3][C:4]([C:6]1([C:9]2[CH:10]=[CH:11][C:12]([C:15]3[CH:20]=[CH:19][C:18]([C:21]4[O:25][N:24]=[C:23]([CH3:26])[C:22]=4[C:27](=[O:30])[CH2:28][CH2:29][C:32]4[CH:37]=[CH:36][CH:35]=[C:34]([C:38]([F:41])([F:40])[F:39])[CH:33]=4)=[CH:17][CH:16]=3)=[CH:13][CH:14]=2)[CH2:8][CH2:7]1)=[O:5])[CH3:2]. (2) Given the reactants [N-:1]=[N+:2]=[N-:3].[Na+].[Cl:5][C:6]1[CH:11]=[CH:10][C:9]([CH2:12][CH2:13][C:14]#[N:15])=[C:8]([O:16][C:17]2[CH:22]=[CH:21][C:20]([S:23]([CH3:26])(=[O:25])=[O:24])=[CH:19][C:18]=2[Cl:27])[CH:7]=1.[Cl-].[NH4+], predict the reaction product. The product is: [Cl:5][C:6]1[CH:11]=[CH:10][C:9]([CH2:12][CH2:13][C:14]2[NH:15][N:3]=[N:2][N:1]=2)=[C:8]([O:16][C:17]2[CH:22]=[CH:21][C:20]([S:23]([CH3:26])(=[O:24])=[O:25])=[CH:19][C:18]=2[Cl:27])[CH:7]=1.